The task is: Predict the product of the given reaction.. This data is from Forward reaction prediction with 1.9M reactions from USPTO patents (1976-2016). (1) Given the reactants [CH:1]([OH:4])([CH3:3])[CH3:2].[Na].[Br:6][C:7]1[CH:12]=[CH:11][CH:10]=[C:9](Br)[N:8]=1, predict the reaction product. The product is: [Br:6][C:7]1[CH:12]=[CH:11][CH:10]=[C:9]([O:4][CH:1]([CH3:3])[CH3:2])[N:8]=1. (2) Given the reactants [Cl:1][C:2]1[CH:3]=[C:4]([C:9]2([O:14][CH3:15])[CH2:13][CH2:12][NH:11][CH2:10]2)[CH:5]=[C:6]([F:8])[CH:7]=1.[CH2:16](N(CC)CC)[CH3:17].ICC, predict the reaction product. The product is: [Cl:1][C:2]1[CH:3]=[C:4]([C:9]2([O:14][CH3:15])[CH2:13][CH2:12][N:11]([CH2:16][CH3:17])[CH2:10]2)[CH:5]=[C:6]([F:8])[CH:7]=1. (3) Given the reactants [F:1][C:2]1[CH:7]=[CH:6][C:5]([OH:8])=[C:4]([CH2:9]O)[CH:3]=1.[BrH:11].[C:12]1([PH+:18]([C:25]2[CH:30]=[CH:29][CH:28]=[CH:27][CH:26]=2)[C:19]2[CH:24]=[CH:23][CH:22]=[CH:21][CH:20]=2)[CH:17]=[CH:16][CH:15]=[CH:14][CH:13]=1, predict the reaction product. The product is: [Br-:11].[F:1][C:2]1[CH:7]=[CH:6][C:5]([OH:8])=[C:4]([CH:3]=1)[CH2:9][P+:18]([C:19]1[CH:20]=[CH:21][CH:22]=[CH:23][CH:24]=1)([C:25]1[CH:30]=[CH:29][CH:28]=[CH:27][CH:26]=1)[C:12]1[CH:13]=[CH:14][CH:15]=[CH:16][CH:17]=1.